Task: Predict the reactants needed to synthesize the given product.. Dataset: Retrosynthesis with 50K atom-mapped reactions and 10 reaction types from USPTO (1) Given the product COc1ccc(Oc2ccnc3cc(OCCN4CCOCC4)c(OC)cc23)c(C(C)=O)c1, predict the reactants needed to synthesize it. The reactants are: C1COCCN1.COc1ccc(Oc2ccnc3cc(OCCCl)c(OC)cc23)c(C(C)=O)c1. (2) Given the product C[Si](C)(C)CCOCn1cnc2ncc(Br)cc21, predict the reactants needed to synthesize it. The reactants are: Brc1cnc2nc[nH]c2c1.C[Si](C)(C)CCOCCl. (3) Given the product Cc1nc(C(=O)N2CCOC3(CCN(CCCOc4cccc(CNC[C@H](O[Si](C)(C)C(C)(C)C)c5ccc(O)c6[nH]c(=O)ccc56)c4)CC3)C2)cs1, predict the reactants needed to synthesize it. The reactants are: CC(C)(C)[Si](C)(C)O[C@@H](CN)c1ccc(O)c2[nH]c(=O)ccc12.Cc1nc(C(=O)N2CCOC3(CCN(CCCOc4cccc(C=O)c4)CC3)C2)cs1. (4) Given the product Cc1ccc(S(=O)(=O)n2cc(-c3cnc4ccn(CC(=O)NCC(F)(F)F)c4n3)c3cc(Cl)cnc32)cc1, predict the reactants needed to synthesize it. The reactants are: Cc1ccc(S(=O)(=O)n2cc(B3OC(C)(C)C(C)(C)O3)c3cc(Cl)cnc32)cc1.O=C(Cn1ccc2ncc(Cl)nc21)NCC(F)(F)F. (5) Given the product OCCCc1ccoc1, predict the reactants needed to synthesize it. The reactants are: CCOC(=O)CCc1ccoc1. (6) Given the product CN(C)Cc1c[nH]c2c([N+](=O)[O-])cccc12, predict the reactants needed to synthesize it. The reactants are: C=O.CNC.O=[N+]([O-])c1cccc2cc[nH]c12.